From a dataset of Forward reaction prediction with 1.9M reactions from USPTO patents (1976-2016). Predict the product of the given reaction. Given the reactants F[C:2]1[CH:3]=[C:4]2[C:9](=[CH:10][C:11]=1[N+:12]([O-:14])=[O:13])[NH:8][C:7](=[O:15])[N:6]([NH:16][S:17]([CH3:20])(=[O:19])=[O:18])[C:5]2=[O:21].[F:22][C:23]([F:27])([F:26])[CH2:24][NH2:25].C(OCC)(=O)C, predict the reaction product. The product is: [N+:12]([C:11]1[CH:10]=[C:9]2[C:4]([C:5](=[O:21])[N:6]([NH:16][S:17]([CH3:20])(=[O:19])=[O:18])[C:7](=[O:15])[NH:8]2)=[CH:3][C:2]=1[NH:25][CH2:24][C:23]([F:27])([F:26])[F:22])([O-:14])=[O:13].